From a dataset of Catalyst prediction with 721,799 reactions and 888 catalyst types from USPTO. Predict which catalyst facilitates the given reaction. (1) Reactant: [Si:1]([O:18][CH:19]1[CH2:22][N:21]([C:23]2[S:24][CH:25]=[C:26]([C:28](OCC)=[O:29])[N:27]=2)[CH2:20]1)([C:14]([CH3:17])([CH3:16])[CH3:15])([C:8]1[CH:13]=[CH:12][CH:11]=[CH:10][CH:9]=1)[C:2]1[CH:7]=[CH:6][CH:5]=[CH:4][CH:3]=1.[Si:33]([O:50][CH2:51][C@@H:52]([NH2:57])[C@@H:53]([CH3:56])[CH2:54][CH3:55])([C:46]([CH3:49])([CH3:48])[CH3:47])([C:40]1[CH:45]=[CH:44][CH:43]=[CH:42][CH:41]=1)[C:34]1[CH:39]=[CH:38][CH:37]=[CH:36][CH:35]=1.C[Al](C)C.C(O)(=O)C.C(OCC)(=O)C. Product: [Si:1]([O:18][CH:19]1[CH2:22][N:21]([C:23]2[S:24][CH:25]=[C:26]([C:28](=[O:29])[NH:57][C@H:52]([CH2:51][O:50][Si:33]([C:46]([CH3:48])([CH3:47])[CH3:49])([C:34]3[CH:39]=[CH:38][CH:37]=[CH:36][CH:35]=3)[C:40]3[CH:45]=[CH:44][CH:43]=[CH:42][CH:41]=3)[C@@H:53]([CH3:56])[CH2:54][CH3:55])[N:27]=2)[CH2:20]1)([C:14]([CH3:17])([CH3:16])[CH3:15])([C:2]1[CH:7]=[CH:6][CH:5]=[CH:4][CH:3]=1)[C:8]1[CH:13]=[CH:12][CH:11]=[CH:10][CH:9]=1. The catalyst class is: 48. (2) Reactant: [CH2:1]([O:6][C:7]([NH:9][C@H:10]([C:15]([N:17]1[CH2:25][C@H:24]([O:26][CH2:27][C:28]2[CH:33]=[C:32]([Br:34])[CH:31]=[C:30](Br)[CH:29]=2)[CH2:23][C@H:18]1[C:19]([O:21][CH3:22])=[O:20])=[O:16])[CH2:11][CH2:12][CH2:13][CH3:14])=[O:8])[CH2:2][CH2:3][CH:4]=[CH2:5]. Product: [Br:34][C:32]1[CH:31]=[C:30]2[CH:29]=[C:28]([CH:33]=1)[CH2:27][O:26][C@H:24]1[CH2:25][N:17]([C@H:18]([C:19]([O:21][CH3:22])=[O:20])[CH2:23]1)[C:15](=[O:16])[C@H:10]([CH2:11][CH2:12][CH2:13][CH3:14])[NH:9][C:7](=[O:8])[O:6][CH2:1][CH2:2][CH2:3][C:4]2=[CH2:5]. The catalyst class is: 14. (3) Product: [OH:28][CH:25]1[CH2:24][CH2:23][CH:22]([NH:21][C:15]2[CH:14]=[C:13]([N:9]3[C:10]4[C:6](=[CH:5][CH:4]=[C:3]([O:2][CH3:1])[CH:11]=4)[CH:7]=[CH:8]3)[CH:20]=[CH:19][C:16]=2[C:17]#[N:18])[CH2:27][CH2:26]1. Reactant: [CH3:1][O:2][C:3]1[CH:11]=[C:10]2[C:6]([CH:7]=[CH:8][NH:9]2)=[CH:5][CH:4]=1.F[C:13]1[CH:20]=[CH:19][C:16]([C:17]#[N:18])=[C:15]([NH:21][CH:22]2[CH2:27][CH2:26][CH:25]([OH:28])[CH2:24][CH2:23]2)[CH:14]=1.[H-].[Na+]. The catalyst class is: 25. (4) Reactant: [Br:1][C:2]1[N:3]=[CH:4][C:5]([F:16])=[C:6]2[C:10]([C:11](=[O:15])[C:12]([OH:14])=O)=[CH:9][NH:8][C:7]=12.[C:17]1([N:23]2[C:27]([N:28]3[CH2:33][CH2:32][NH:31][CH2:30][CH2:29]3)=[N:26][N:25]=[N:24]2)[CH:22]=[CH:21][CH:20]=[CH:19][CH:18]=1.CCN(C(C)C)C(C)C.CN(C(ON1N=NC2C=CC=CC1=2)=[N+](C)C)C.[B-](F)(F)(F)F. Product: [Br:1][C:2]1[N:3]=[CH:4][C:5]([F:16])=[C:6]2[C:10]([C:11](=[O:15])[C:12]([N:31]3[CH2:32][CH2:33][N:28]([C:27]4[N:23]([C:17]5[CH:22]=[CH:21][CH:20]=[CH:19][CH:18]=5)[N:24]=[N:25][N:26]=4)[CH2:29][CH2:30]3)=[O:14])=[CH:9][NH:8][C:7]=12. The catalyst class is: 3. (5) Reactant: Br[CH2:2][C:3]1[CH:8]=[CH:7][C:6]([N:9]2[CH:13]=[CH:12][CH:11]=[N:10]2)=[CH:5][CH:4]=1.[CH3:14][C:15]1([CH3:31])[C:19]([CH3:21])([CH3:20])[O:18][B:17]([B:17]2[O:18][C:19]([CH3:21])([CH3:20])[C:15]([CH3:31])([CH3:14])[O:16]2)[O:16]1.C([O-])(=O)C.[K+]. Product: [CH3:14][C:15]1([CH3:31])[C:19]([CH3:21])([CH3:20])[O:18][B:17]([CH2:2][C:3]2[CH:8]=[CH:7][C:6]([N:9]3[CH:13]=[CH:12][CH:11]=[N:10]3)=[CH:5][CH:4]=2)[O:16]1. The catalyst class is: 75. (6) Reactant: [OH:1][N:2]=[C:3]([C:22]1[CH:27]=[N:26][CH:25]=[CH:24][N:23]=1)[C:4]([C:6]1[CH:11]=[CH:10][C:9]([N:12]2[C:16]3=[N:17][CH:18]=[CH:19][CH:20]=[C:15]3[CH:14]=[CH:13]2)=[C:8]([CH3:21])[CH:7]=1)=O.[S:28]1[CH:32]=[CH:31][CH:30]=[C:29]1[CH:33]=O.C([O-])(=O)C.[NH4+:39].[NH4+].[OH-]. Product: [OH:1][N:2]1[C:3]([C:22]2[CH:27]=[N:26][CH:25]=[CH:24][N:23]=2)=[C:4]([C:6]2[CH:11]=[CH:10][C:9]([N:12]3[C:16]4=[N:17][CH:18]=[CH:19][CH:20]=[C:15]4[CH:14]=[CH:13]3)=[C:8]([CH3:21])[CH:7]=2)[N:39]=[C:33]1[C:29]1[S:28][CH:32]=[CH:31][CH:30]=1. The catalyst class is: 15. (7) Reactant: [OH:1][C:2]1[C:3]([N+:11]([O-:13])=[O:12])=[C:4]([CH:8]=[CH:9][CH:10]=1)[C:5]([OH:7])=[O:6].[C:14](Cl)(=O)C(Cl)=O. Product: [CH3:14][O:6][C:5](=[O:7])[C:4]1[CH:8]=[CH:9][CH:10]=[C:2]([OH:1])[C:3]=1[N+:11]([O-:13])=[O:12]. The catalyst class is: 10. (8) Reactant: [CH2:1]([O:3][C:4]1[CH:9]=[C:8]([F:10])[CH:7]=[CH:6][C:5]=1[C:11]1[S:19][C:18]2[C:17]([NH:20][NH2:21])=[N:16][CH:15]=[N:14][C:13]=2[C:12]=1[OH:22])[CH3:2].[CH2:23]([N:25]([CH2:41][CH3:42])[CH2:26][CH2:27][O:28][C:29]1[C:36]([O:37][CH3:38])=[CH:35][C:32]([CH:33]=O)=[CH:31][C:30]=1[O:39][CH3:40])[CH3:24]. Product: [CH2:1]([O:3][C:4]1[CH:9]=[C:8]([F:10])[CH:7]=[CH:6][C:5]=1[C:11]1[S:19][C:18]2[C:17]([NH:20][N:21]=[CH:33][C:32]3[CH:31]=[C:30]([O:39][CH3:40])[C:29]([O:28][CH2:27][CH2:26][N:25]([CH2:23][CH3:24])[CH2:41][CH3:42])=[C:36]([O:37][CH3:38])[CH:35]=3)=[N:16][CH:15]=[N:14][C:13]=2[C:12]=1[OH:22])[CH3:2]. The catalyst class is: 8. (9) The catalyst class is: 1. Product: [C:25]1([P:14]([C:8]2[CH:9]=[CH:10][CH:11]=[CH:12][CH:13]=2)[C:15]2[CH:16]=[CH:17][CH:18]=[C:19]3[C:24]=2[NH:23][CH:22]([C:2]2[CH:3]=[CH:4][CH:5]=[CH:6][CH:7]=2)[CH:21]=[CH:20]3)[CH:26]=[CH:27][CH:28]=[CH:29][CH:30]=1. Reactant: [Li][C:2]1[CH:3]=[CH:4][CH:5]=[CH:6][CH:7]=1.[C:8]1([P:14]([C:25]2[CH:30]=[CH:29][CH:28]=[CH:27][CH:26]=2)[C:15]2[CH:16]=[CH:17][CH:18]=[C:19]3[C:24]=2[N:23]=[CH:22][CH:21]=[CH:20]3)[CH:13]=[CH:12][CH:11]=[CH:10][CH:9]=1.[NH4+].[Cl-]. (10) Reactant: [CH3:1][C:2]1[CH:7]=[CH:6][CH:5]=[C:4]([CH3:8])[C:3]=1[NH:9][C:10]1[N:14]2[CH:15]=[C:16]([F:19])[CH:17]=[CH:18][C:13]2=[N:12][C:11]=1[C:20]1[CH:28]=[CH:27][CH:26]=[CH:25][C:21]=1[C:22](O)=[O:23].[C:29]([O:33][C:34]([CH3:37])([CH3:36])[CH3:35])(=[O:32])[NH:30][NH2:31].CCN=C=NCCCN(C)C.Cl.O. Product: [CH3:8][C:4]1[CH:5]=[CH:6][CH:7]=[C:2]([CH3:1])[C:3]=1[NH:9][C:10]1[N:14]2[CH:15]=[C:16]([F:19])[CH:17]=[CH:18][C:13]2=[N:12][C:11]=1[C:20]1[CH:28]=[CH:27][CH:26]=[CH:25][C:21]=1[C:22]([NH:31][NH:30][C:29]([O:33][C:34]([CH3:37])([CH3:36])[CH3:35])=[O:32])=[O:23]. The catalyst class is: 3.